From a dataset of Full USPTO retrosynthesis dataset with 1.9M reactions from patents (1976-2016). Predict the reactants needed to synthesize the given product. (1) Given the product [CH2:1]([N:5]1[CH2:10][CH2:9][CH2:8][CH2:7][CH:6]1[CH2:11][N:12]([CH3:40])[C:13]1[C:18]([C:19]2[N:24]=[CH:23][N:22]=[C:21]([O:25][C:26]3[C:31]4[N:32]=[C:33]([NH:35][C:41](=[O:43])[CH3:42])[S:34][C:30]=4[CH:29]=[CH:28][CH:27]=3)[CH:20]=2)=[CH:17][CH:16]=[C:15]([C:36]([F:38])([F:37])[F:39])[N:14]=1)[CH:2]([CH3:4])[CH3:3], predict the reactants needed to synthesize it. The reactants are: [CH2:1]([N:5]1[CH2:10][CH2:9][CH2:8][CH2:7][CH:6]1[CH2:11][N:12]([CH3:40])[C:13]1[C:18]([C:19]2[N:24]=[CH:23][N:22]=[C:21]([O:25][C:26]3[C:31]4[N:32]=[C:33]([NH2:35])[S:34][C:30]=4[CH:29]=[CH:28][CH:27]=3)[CH:20]=2)=[CH:17][CH:16]=[C:15]([C:36]([F:39])([F:38])[F:37])[N:14]=1)[CH:2]([CH3:4])[CH3:3].[C:41](OC(=O)C)(=[O:43])[CH3:42]. (2) Given the product [OH:23][C:19]1[CH:18]=[C:17]([N:11]2[CH2:12][CH2:13][O:14][CH2:15][CH2:16]2)[CH:22]=[CH:21][C:20]=1[CH:4]=[O:5], predict the reactants needed to synthesize it. The reactants are: CN([CH:4]=[O:5])C.P(Cl)(Cl)(Cl)=O.[N:11]1([C:17]2[CH:18]=[C:19]([OH:23])[CH:20]=[CH:21][CH:22]=2)[CH2:16][CH2:15][O:14][CH2:13][CH2:12]1.C([O-])(=O)C.[Na+]. (3) Given the product [C:1]([N:4]([CH3:21])[N:5]([C:13]1[CH:18]=[CH:17][C:16]([CH2:19][C:24]#[N:25])=[CH:15][CH:14]=1)[C:6]([O:8][C:9]([CH3:12])([CH3:11])[CH3:10])=[O:7])(=[O:3])[CH3:2], predict the reactants needed to synthesize it. The reactants are: [C:1]([N:4]([CH3:21])[N:5]([C:13]1[CH:18]=[CH:17][C:16]([CH2:19]O)=[CH:15][CH:14]=1)[C:6]([O:8][C:9]([CH3:12])([CH3:11])[CH3:10])=[O:7])(=[O:3])[CH3:2].CC(C)(O)[C:24]#[N:25].N(C(N1CCCCC1)=O)=NC(N1CCCCC1)=O.C(P(CCCC)CCCC)CCC. (4) Given the product [CH3:1][O:2][C:3]([C:5]1[CH:6]=[CH:7][C:8]2[CH:12]=[CH:11][S:10][C:9]=2[C:13]=1[O:14][CH2:22][C:23]1[CH:24]=[CH:25][C:26]([C:29]([F:30])([F:31])[F:32])=[CH:27][CH:28]=1)=[O:4], predict the reactants needed to synthesize it. The reactants are: [CH3:1][O:2][C:3]([C:5]1[CH:6]=[CH:7][C:8]2[CH:12]=[CH:11][S:10][C:9]=2[C:13]=1[OH:14])=[O:4].C(=O)([O-])[O-].[Cs+].[Cs+].Br[CH2:22][C:23]1[CH:28]=[CH:27][C:26]([C:29]([F:32])([F:31])[F:30])=[CH:25][CH:24]=1.[I-].[K+].